Dataset: Catalyst prediction with 721,799 reactions and 888 catalyst types from USPTO. Task: Predict which catalyst facilitates the given reaction. (1) Reactant: [C:1]([O:5][C:6]([NH:8][C:9]1[CH:10]=[N:11][CH:12]=[CH:13][C:14]=1[CH3:15])=[O:7])([CH3:4])([CH3:3])[CH3:2].[CH2:16]([Br:23])[C:17]1[CH:22]=[CH:21][CH:20]=[CH:19][CH:18]=1. Product: [Br-:23].[CH2:16]([N+:11]1[CH:12]=[CH:13][C:14]([CH3:15])=[C:9]([NH:8][C:6]([O:5][C:1]([CH3:4])([CH3:3])[CH3:2])=[O:7])[CH:10]=1)[C:17]1[CH:22]=[CH:21][CH:20]=[CH:19][CH:18]=1. The catalyst class is: 11. (2) Reactant: [Cl:1][C:2]1[C:3]([C:26]2[CH:31]=[CH:30][C:29]([O:32][CH3:33])=[CH:28][CH:27]=2)=[C:4]2[C:18]3[CH2:19][CH2:20][CH:21]([C:23](O)=[O:24])[CH2:22][C:17]=3[S:16][C:5]2=[N:6][C:7]=1[CH2:8][N:9]1[C:13](=[O:14])[CH2:12][CH2:11][C:10]1=[O:15].[NH:34]1[CH2:39][CH2:38][O:37][CH2:36][CH2:35]1.Cl.CN(C)CCCN=C=NCC.CN(C=O)C. Product: [Cl:1][C:2]1[C:3]([C:26]2[CH:31]=[CH:30][C:29]([O:32][CH3:33])=[CH:28][CH:27]=2)=[C:4]2[C:18]3[CH2:19][CH2:20][CH:21]([C:23]([N:34]4[CH2:39][CH2:38][O:37][CH2:36][CH2:35]4)=[O:24])[CH2:22][C:17]=3[S:16][C:5]2=[N:6][C:7]=1[CH2:8][N:9]1[C:13](=[O:14])[CH2:12][CH2:11][C:10]1=[O:15]. The catalyst class is: 6. (3) Reactant: C[O-].[Na+:3].[C:4]([C:6]1[CH:7]=[C:8]([C:16]2[S:20][C:19]([C:21]([OH:23])=[O:22])=[CH:18][CH:17]=2)[CH:9]=[CH:10][C:11]=1[O:12][CH2:13][CH2:14][CH3:15])#[N:5]. Product: [C:4]([C:6]1[CH:7]=[C:8]([C:16]2[S:20][C:19]([C:21]([O-:23])=[O:22])=[CH:18][CH:17]=2)[CH:9]=[CH:10][C:11]=1[O:12][CH2:13][CH2:14][CH3:15])#[N:5].[Na+:3]. The catalyst class is: 5. (4) Reactant: Cl[C:2]1[N:7]2[N:8]=[C:9]([C:12]3[CH:17]=[CH:16][CH:15]=[CH:14][C:13]=3[Cl:18])[C:10]([I:11])=[C:6]2[N:5]=[CH:4][CH:3]=1.C(N(CC)CC)C.[CH2:26]([NH:28][C:29]1([C:35]([NH2:37])=[O:36])[CH2:34][CH2:33][NH:32][CH2:31][CH2:30]1)[CH3:27]. Product: [Cl:18][C:13]1[CH:14]=[CH:15][CH:16]=[CH:17][C:12]=1[C:9]1[C:10]([I:11])=[C:6]2[N:5]=[CH:4][CH:3]=[C:2]([N:32]3[CH2:31][CH2:30][C:29]([NH:28][CH2:26][CH3:27])([C:35]([NH2:37])=[O:36])[CH2:34][CH2:33]3)[N:7]2[N:8]=1. The catalyst class is: 511. (5) Reactant: [CH3:1][O:2][C:3](=[O:16])[C:4]1[CH:12]=[C:11]([N+:13]([O-:15])=[O:14])[CH:10]=[C:6]([C:7](O)=[O:8])[CH:5]=1.S(Cl)([Cl:19])=O. Product: [CH3:1][O:2][C:3](=[O:16])[C:4]1[CH:12]=[C:11]([N+:13]([O-:15])=[O:14])[CH:10]=[C:6]([C:7]([Cl:19])=[O:8])[CH:5]=1. The catalyst class is: 85. (6) Reactant: [F:1][C:2]1[CH:9]=[CH:8][CH:7]=[C:6]([C:10]([F:13])([F:12])[F:11])[C:3]=1[CH2:4][NH2:5].[NH2:14][C:15](N)=[O:16].Cl. Product: [F:1][C:2]1[CH:9]=[CH:8][CH:7]=[C:6]([C:10]([F:11])([F:12])[F:13])[C:3]=1[CH2:4][NH:5][C:15]([NH2:14])=[O:16]. The catalyst class is: 6.